This data is from Forward reaction prediction with 1.9M reactions from USPTO patents (1976-2016). The task is: Predict the product of the given reaction. (1) The product is: [OH:6][CH:5]([CH2:4][OH:3])[CH2:7][N:8]([C:13]1[N:18]=[C:17]([C:19]2[CH:24]=[CH:23][C:22]([O:25][C:26]3[CH:31]=[CH:30][C:29]([F:32])=[CH:28][CH:27]=3)=[CH:21][CH:20]=2)[N:16]=[C:15]([C:33]([NH2:35])=[O:34])[CH:14]=1)[S:9]([CH3:12])(=[O:11])=[O:10]. Given the reactants CC1(C)[O:6][CH:5]([CH2:7][N:8]([C:13]2[N:18]=[C:17]([C:19]3[CH:24]=[CH:23][C:22]([O:25][C:26]4[CH:31]=[CH:30][C:29]([F:32])=[CH:28][CH:27]=4)=[CH:21][CH:20]=3)[N:16]=[C:15]([C:33]([NH2:35])=[O:34])[CH:14]=2)[S:9]([CH3:12])(=[O:11])=[O:10])[CH2:4][O:3]1.C(Cl)Cl.CO.Cl.O, predict the reaction product. (2) Given the reactants I[C:2]1[CH:3]=[C:4]([CH:19]=[CH:20][C:21]=1[CH3:22])[C:5]([NH:7][C:8]1[CH:13]=[CH:12][C:11]([O:14][C:15]([F:18])([F:17])[F:16])=[CH:10][CH:9]=1)=[O:6].[CH3:23][O:24][C:25]1[N:30]=[CH:29][C:28](B(O)O)=[CH:27][N:26]=1.C([O-])([O-])=O.[Na+].[Na+].O, predict the reaction product. The product is: [CH3:23][O:24][C:25]1[N:30]=[CH:29][C:28]([C:2]2[CH:3]=[C:4]([CH:19]=[CH:20][C:21]=2[CH3:22])[C:5]([NH:7][C:8]2[CH:13]=[CH:12][C:11]([O:14][C:15]([F:18])([F:17])[F:16])=[CH:10][CH:9]=2)=[O:6])=[CH:27][N:26]=1. (3) Given the reactants C([O:8][C:9](=[O:35])[C:10]1[CH:15]=[C:14]([C:16]([CH3:18])=[CH2:17])[C:13]([O:19][CH2:20][C:21]2[CH:26]=[CH:25][CH:24]=[CH:23][CH:22]=2)=[CH:12][C:11]=1[O:27][CH2:28][C:29]1[CH:34]=[CH:33][CH:32]=[CH:31][CH:30]=1)C1C=CC=CC=1.[OH-].[Li+].Cl, predict the reaction product. The product is: [CH2:28]([O:27][C:11]1[CH:12]=[C:13]([O:19][CH2:20][C:21]2[CH:26]=[CH:25][CH:24]=[CH:23][CH:22]=2)[C:14]([C:16]([CH3:18])=[CH2:17])=[CH:15][C:10]=1[C:9]([OH:35])=[O:8])[C:29]1[CH:30]=[CH:31][CH:32]=[CH:33][CH:34]=1. (4) Given the reactants [CH3:1][NH:2][CH2:3][CH2:4][CH2:5][N:6]1[C:16]2[CH:17]=[CH:18][CH:19]=[CH:20][C:15]=2[CH2:14][CH2:13][C:12]2[CH:11]=[CH:10][CH:9]=[CH:8][C:7]1=2.Cl.[C:22](=[O:25])([O-])[O-:23].[K+].[K+].[CH2:28]([C:36](Cl)(Cl)Cl)[CH2:29][CH2:30][CH2:31][CH2:32][CH2:33][CH2:34]C, predict the reaction product. The product is: [CH2:36]([O:23][C:22](=[O:25])[N:2]([CH2:3][CH2:4][CH2:5][N:6]1[C:7]2[CH:8]=[CH:9][CH:10]=[CH:11][C:12]=2[CH2:13][CH2:14][C:15]2[CH:20]=[CH:19][CH:18]=[CH:17][C:16]1=2)[CH3:1])[CH2:28][CH2:29][CH2:30][CH2:31][CH2:32][CH2:33][CH3:34]. (5) Given the reactants [NH:1]1[C:9]2[C:4](=[CH:5][C:6]([O:10][C:11]3[CH:16]=[CH:15][N:14]=[C:13]([CH2:17]O)[N:12]=3)=[CH:7][CH:8]=2)[CH:3]=[CH:2]1.[CH2:19]([N:21](CC)CC)C.CS(Cl)(=O)=O.CN.O.[C:34](O[C:34]([O:36][C:37]([CH3:40])([CH3:39])[CH3:38])=[O:35])([O:36][C:37]([CH3:40])([CH3:39])[CH3:38])=[O:35], predict the reaction product. The product is: [NH:1]1[C:9]2[C:4](=[CH:5][C:6]([O:10][C:11]3[CH:16]=[CH:15][N:14]=[C:13]([CH2:17][N:21]([CH3:19])[C:34](=[O:35])[O:36][C:37]([CH3:40])([CH3:39])[CH3:38])[N:12]=3)=[CH:7][CH:8]=2)[CH:3]=[CH:2]1. (6) Given the reactants [CH2:1]([O:3][C:4](=[O:11])[C:5]([CH:9]=[S:10])=[C:6]([NH2:8])[CH3:7])[CH3:2].ClC1C=CC=C(C(OO)=O)C=1, predict the reaction product. The product is: [CH2:1]([O:3][C:4]([C:5]1[C:6]([CH3:7])=[N:8][S:10][CH:9]=1)=[O:11])[CH3:2].